Task: Regression. Given two drug SMILES strings and cell line genomic features, predict the synergy score measuring deviation from expected non-interaction effect.. Dataset: NCI-60 drug combinations with 297,098 pairs across 59 cell lines (1) Drug 1: C(CN)CNCCSP(=O)(O)O. Drug 2: CC1C(C(CC(O1)OC2CC(CC3=C2C(=C4C(=C3O)C(=O)C5=C(C4=O)C(=CC=C5)OC)O)(C(=O)CO)O)N)O.Cl. Cell line: A498. Synergy scores: CSS=61.0, Synergy_ZIP=7.86, Synergy_Bliss=7.29, Synergy_Loewe=-42.2, Synergy_HSA=7.01. (2) Drug 1: CC1C(C(=O)NC(C(=O)N2CCCC2C(=O)N(CC(=O)N(C(C(=O)O1)C(C)C)C)C)C(C)C)NC(=O)C3=C4C(=C(C=C3)C)OC5=C(C(=O)C(=C(C5=N4)C(=O)NC6C(OC(=O)C(N(C(=O)CN(C(=O)C7CCCN7C(=O)C(NC6=O)C(C)C)C)C)C(C)C)C)N)C. Drug 2: CC=C1C(=O)NC(C(=O)OC2CC(=O)NC(C(=O)NC(CSSCCC=C2)C(=O)N1)C(C)C)C(C)C. Cell line: CAKI-1. Synergy scores: CSS=17.3, Synergy_ZIP=1.01, Synergy_Bliss=3.95, Synergy_Loewe=-43.5, Synergy_HSA=1.80.